Predict the reactants needed to synthesize the given product. From a dataset of Full USPTO retrosynthesis dataset with 1.9M reactions from patents (1976-2016). (1) The reactants are: [N-:1]=[N+:2]=[N-:3].[Na+].[CH:5](OCC)(OCC)OCC.[NH2:15][C:16]1[CH:17]=[CH:18][C:19]([Br:22])=[N:20][CH:21]=1.C(O)(=O)C. Given the product [Br:22][C:19]1[CH:18]=[CH:17][C:16]([N:15]2[CH:5]=[N:3][N:2]=[N:1]2)=[CH:21][N:20]=1, predict the reactants needed to synthesize it. (2) Given the product [NH2:1][C:2]1[S:3][C:4]([C:17]2[CH:22]=[CH:21][CH:20]=[C:19]([F:23])[CH:18]=2)=[C:5]([C:7]([N:9]2[CH2:14][C@H:13]3[C@H:11]([CH2:12]3)[C@H:10]2[CH2:15][NH:16][C:30]([C:29]2[C:25]([CH3:24])=[N:26][O:27][C:28]=2[CH3:33])=[O:31])=[O:8])[N:6]=1, predict the reactants needed to synthesize it. The reactants are: [NH2:1][C:2]1[S:3][C:4]([C:17]2[CH:22]=[CH:21][CH:20]=[C:19]([F:23])[CH:18]=2)=[C:5]([C:7]([N:9]2[CH2:14][C@H:13]3[C@H:11]([CH2:12]3)[C@H:10]2[CH2:15][NH2:16])=[O:8])[N:6]=1.[CH3:24][C:25]1[C:29]([C:30](O)=[O:31])=[C:28]([CH3:33])[O:27][N:26]=1. (3) Given the product [NH2:27][C:25]1[S:26][C:10]([C:11]([O:13][CH3:14])=[O:12])=[C:9]([C:5]2[N:4]=[C:3]([O:2][CH3:1])[CH:8]=[CH:7][N:6]=2)[N:24]=1, predict the reactants needed to synthesize it. The reactants are: [CH3:1][O:2][C:3]1[CH:8]=[CH:7][N:6]=[C:5]([C:9](=O)[CH2:10][C:11]([O:13][CH3:14])=[O:12])[N:4]=1.C1C(=O)N(I)C(=O)C1.[NH2:24][C:25]([NH2:27])=[S:26].CO. (4) The reactants are: [OH:1][C:2]1[CH:10]=[CH:9][CH:8]=[C:7]2[C:3]=1[CH:4]=[CH:5][N:6]2[CH3:11].[F:12][C:13]1[CH:14]=[C:15]([CH:18]=[C:19]([F:21])[CH:20]=1)[CH:16]=O.[C:22](#[N:26])[CH2:23][C:24]#[N:25]. Given the product [NH2:26][C:22]1[O:1][C:2]2[C:10]([CH:16]([C:15]3[CH:14]=[C:13]([F:12])[CH:20]=[C:19]([F:21])[CH:18]=3)[C:23]=1[C:24]#[N:25])=[CH:9][CH:8]=[C:7]1[N:6]([CH3:11])[CH:5]=[CH:4][C:3]=21, predict the reactants needed to synthesize it. (5) Given the product [Cl:8][C:9]1[CH:10]=[C:11]([NH:16][C:17]2[C:26]3[C:21](=[CH:22][C:23]([O:4][CH3:3])=[C:24]([S:27][CH:28]4[CH2:29][CH2:30][NH:31][CH2:32][CH2:33]4)[CH:25]=3)[N:20]=[CH:19][N:18]=2)[CH:12]=[CH:13][C:14]=1[F:15], predict the reactants needed to synthesize it. The reactants are: FC(F)(F)[C:3]([O-])=[O:4].[Cl:8][C:9]1[CH:10]=[C:11]([N:16](CC2C=CC(OC)=C(OC)C=2)[C:17]2[C:26]3[C:21](=[CH:22][CH:23]=[C:24]([S:27][CH:28]4[CH2:33][CH2:32][N:31](C(OC(C)(C)C)=O)[CH2:30][CH2:29]4)[CH:25]=3)[N:20]=[C:19](OC)[N:18]=2)[CH:12]=[CH:13][C:14]=1[F:15]. (6) Given the product [N:18]1[CH:19]=[CH:20][CH:21]=[C:16]([CH2:15][CH2:14][CH2:13][CH2:12][CH2:11][CH2:10][CH2:9][OH:8])[CH:17]=1, predict the reactants needed to synthesize it. The reactants are: [Si]([O:8][CH2:9][CH2:10][CH2:11][CH2:12][CH2:13][CH2:14][CH2:15][C:16]1[CH:17]=[N:18][CH:19]=[CH:20][CH:21]=1)(C(C)(C)C)(C)C.[F-].C([N+](CCCC)(CCCC)CCCC)CCC. (7) Given the product [CH2:1]([O:5][C:6]1[CH:7]=[CH:8][C:9]([S:12]([O:15][C:16]2[C:25]([CH3:26])=[CH:24][CH:23]=[CH:22][C:17]=2[C:18]([OH:20])=[O:19])(=[O:14])=[O:13])=[CH:10][CH:11]=1)[C:2]#[C:3][CH3:4], predict the reactants needed to synthesize it. The reactants are: [CH2:1]([O:5][C:6]1[CH:11]=[CH:10][C:9]([S:12]([O:15][C:16]2[C:25]([CH3:26])=[CH:24][CH:23]=[CH:22][C:17]=2[C:18]([O:20]C)=[O:19])(=[O:14])=[O:13])=[CH:8][CH:7]=1)[C:2]#[C:3][CH3:4].[I-].[Li+]. (8) Given the product [CH2:1]([O:8][C:9]1[CH:16]=[CH:15][C:14]([F:17])=[CH:13][C:10]=1[CH:11]1[C:7]2[C:2](=[CH:3][CH:4]=[CH:5][CH:6]=2)[C:1](=[O:8])[O:12]1)[C:2]1[CH:3]=[CH:4][CH:5]=[CH:6][CH:7]=1, predict the reactants needed to synthesize it. The reactants are: [CH2:1]([O:8][C:9]1[CH:16]=[CH:15][C:14]([F:17])=[CH:13][C:10]=1[CH:11]=[O:12])[C:2]1[CH:7]=[CH:6][CH:5]=[CH:4][CH:3]=1. (9) Given the product [CH3:12][S:11][C@H:10]1[CH2:9][NH:8][C@@H:7]2[C@@H:3]([OH:2])[CH2:4][O:5][C@H:6]12, predict the reactants needed to synthesize it. The reactants are: Cl.[OH:2][C@@H:3]1[C@H:7]2[N:8](C(OC(C)(C)C)=O)[CH2:9][C@H:10]([S:11][CH3:12])[C@H:6]2[O:5][CH2:4]1.